Regression. Given a peptide amino acid sequence and an MHC pseudo amino acid sequence, predict their binding affinity value. This is MHC class II binding data. From a dataset of Peptide-MHC class II binding affinity with 134,281 pairs from IEDB. The peptide sequence is LFAAFPSFAGLRPTF. The MHC is DRB1_0701 with pseudo-sequence DRB1_0701. The binding affinity (normalized) is 0.513.